Dataset: Full USPTO retrosynthesis dataset with 1.9M reactions from patents (1976-2016). Task: Predict the reactants needed to synthesize the given product. Given the product [OH:6][C@H:3]1[CH2:4][CH2:5][N:1]([C:14]([O:16][C:17]([CH3:20])([CH3:19])[CH3:18])=[O:15])[CH2:2]1, predict the reactants needed to synthesize it. The reactants are: [NH:1]1[CH2:5][CH2:4][C@H:3]([OH:6])[CH2:2]1.C(N(CC)CC)C.[C:14](O[C:14]([O:16][C:17]([CH3:20])([CH3:19])[CH3:18])=[O:15])([O:16][C:17]([CH3:20])([CH3:19])[CH3:18])=[O:15].